Dataset: Catalyst prediction with 721,799 reactions and 888 catalyst types from USPTO. Task: Predict which catalyst facilitates the given reaction. (1) Reactant: C(OC([N:11]1[CH2:23][CH2:22][C:21]2[C:20]3[C:15](=[CH:16][CH:17]=[CH:18][CH:19]=3)[N:14]([CH3:24])[C:13]=2[CH2:12]1)=O)C1C=CC=CC=1.[ClH:25]. Product: [ClH:25].[CH3:24][N:14]1[C:15]2[C:20](=[CH:19][CH:18]=[CH:17][CH:16]=2)[C:21]2[CH2:22][CH2:23][NH:11][CH2:12][C:13]1=2. The catalyst class is: 515. (2) Reactant: [CH2:1]([C:6]1[CH:7]=[CH:8][C:9](F)=[C:10]([CH:13]=1)[C:11]#[N:12])[C:2]([CH3:5])([CH3:4])[CH3:3].[NH:15]1[CH:19]=[CH:18][N:17]=[CH:16]1.C(=O)([O-])[O-].[K+].[K+]. Product: [CH2:1]([C:6]1[CH:7]=[CH:8][C:9]([N:15]2[CH:19]=[CH:18][N:17]=[CH:16]2)=[C:10]([CH:13]=1)[C:11]#[N:12])[C:2]([CH3:5])([CH3:4])[CH3:3]. The catalyst class is: 39. (3) The catalyst class is: 20. Reactant: [Cl:1][C:2]1[C:3]([CH3:22])=[N:4][CH:5]=[CH:6][C:7]=1[O:8][C@H:9]1[CH2:14][CH2:13][C@H:12]([CH:15]([CH3:21])[C:16]([O:18]CC)=[O:17])[CH2:11][CH2:10]1.[OH-].[Li+].CO. Product: [Cl:1][C:2]1[C:3]([CH3:22])=[N:4][CH:5]=[CH:6][C:7]=1[O:8][C@H:9]1[CH2:10][CH2:11][C@H:12]([CH:15]([CH3:21])[C:16]([OH:18])=[O:17])[CH2:13][CH2:14]1.